From a dataset of Forward reaction prediction with 1.9M reactions from USPTO patents (1976-2016). Predict the product of the given reaction. (1) Given the reactants C([Si](C)(C)[O:6][CH2:7][CH2:8][N:9]1[CH:13]=[CH:12][C:11]([NH:14][C:15](=[O:35])[C@@H:16]([C:24]2[CH:29]=[CH:28][C:27]([S:30]([CH3:33])(=[O:32])=[O:31])=[C:26]([Cl:34])[CH:25]=2)[CH2:17][C@H:18]2[CH2:22][CH2:21][C:20](=[O:23])[CH2:19]2)=[N:10]1)(C)(C)C.O1CCCC1.O, predict the reaction product. The product is: [Cl:34][C:26]1[CH:25]=[C:24]([C@@H:16]([CH2:17][C@H:18]2[CH2:22][CH2:21][C:20](=[O:23])[CH2:19]2)[C:15]([NH:14][C:11]2[CH:12]=[CH:13][N:9]([CH2:8][CH2:7][OH:6])[N:10]=2)=[O:35])[CH:29]=[CH:28][C:27]=1[S:30]([CH3:33])(=[O:32])=[O:31]. (2) Given the reactants [Cl:1][C:2]1[CH:41]=[CH:40][C:5]([O:6][CH2:7][C:8]([N:10]2[CH2:15][CH2:14][N:13]([CH2:16][C:17]3[N:26]([C:27]4[CH:28]=[C:29]([CH:32]=[CH:33][C:34]=4[O:35][CH:36]([CH3:38])[CH3:37])[CH:30]=O)[C:25](=[O:39])[C:24]4[C:19](=[CH:20][CH:21]=[CH:22][CH:23]=4)[N:18]=3)[CH2:12][CH2:11]2)=[O:9])=[CH:4][CH:3]=1.[NH:42]1[CH2:47][CH2:46][NH:45][CH2:44][CH2:43]1.C([BH3-])#N.[Na+], predict the reaction product. The product is: [Cl:1][C:2]1[CH:3]=[CH:4][C:5]([O:6][CH2:7][C:8]([N:10]2[CH2:11][CH2:12][N:13]([CH2:16][C:17]3[N:26]([C:27]4[CH:28]=[C:29]([CH2:30][N:42]5[CH2:47][CH2:46][NH:45][CH2:44][CH2:43]5)[CH:32]=[CH:33][C:34]=4[O:35][CH:36]([CH3:38])[CH3:37])[C:25](=[O:39])[C:24]4[C:19](=[CH:20][CH:21]=[CH:22][CH:23]=4)[N:18]=3)[CH2:14][CH2:15]2)=[O:9])=[CH:40][CH:41]=1. (3) Given the reactants [CH:1]([C@@H:4]1[CH2:8][C@@H:7]([C@@H:9]([N:36]=[N+:37]=[N-:38])[CH2:10][C@@H:11]([CH:33]([CH3:35])[CH3:34])[CH:12]([O:27][C:28](=[O:32])[CH:29]([CH3:31])[CH3:30])[C:13]2[CH:18]=[CH:17][C:16]([O:19][CH3:20])=[C:15]([CH2:21][CH2:22][O:23][CH2:24][O:25][CH3:26])[CH:14]=2)[O:6][C:5]1=[O:39])([CH3:3])[CH3:2], predict the reaction product. The product is: [CH2:9]([NH:36][C:5](=[O:39])[C@H:4]([CH:1]([CH3:2])[CH3:3])[CH2:8][C@H:7]([OH:6])[C@@H:9]([N:36]=[N+:37]=[N-:38])[CH2:10][C@@H:11]([CH:33]([CH3:34])[CH3:35])[CH:12]([O:27][C:28](=[O:32])[CH:29]([CH3:30])[CH3:31])[C:13]1[CH:18]=[CH:17][C:16]([O:19][CH3:20])=[C:15]([CH2:21][CH2:22][O:23][CH2:24][O:25][CH3:26])[CH:14]=1)[CH2:7][CH2:8][CH3:4]. (4) Given the reactants [Cl:1][C:2]1[S:6][C:5]([S:7]([N:10]([S:29]([C:32]2[S:33][C:34]([Cl:37])=[CH:35][CH:36]=2)(=[O:31])=[O:30])[C:11]2[C:19]3[C:14](=[CH:15][CH:16]=[CH:17][C:18]=3[O:20][CH3:21])[N:13](C(OC(C)(C)C)=O)[N:12]=2)(=[O:9])=[O:8])=[CH:4][CH:3]=1.C(O)(C(F)(F)F)=O, predict the reaction product. The product is: [Cl:37][C:34]1[S:33][C:32]([S:29]([N:10]([S:7]([C:5]2[S:6][C:2]([Cl:1])=[CH:3][CH:4]=2)(=[O:8])=[O:9])[C:11]2[C:19]3[C:14](=[CH:15][CH:16]=[CH:17][C:18]=3[O:20][CH3:21])[NH:13][N:12]=2)(=[O:30])=[O:31])=[CH:36][CH:35]=1. (5) The product is: [NH2:8][C@H:9]1[CH2:13][CH2:12][N:11]([C:14]2[CH:19]=[CH:18][C:17]([N:20]3[CH2:24][C@H:23]([CH2:25][N:26]4[CH:30]=[CH:29][N:28]=[N:27]4)[O:22][C:21]3=[O:31])=[CH:16][C:15]=2[F:32])[CH2:10]1. Given the reactants C(OC([NH:8][C@H:9]1[CH2:13][CH2:12][N:11]([C:14]2[CH:19]=[CH:18][C:17]([N:20]3[CH2:24][C@H:23]([CH2:25][N:26]4[CH:30]=[CH:29][N:28]=[N:27]4)[O:22][C:21]3=[O:31])=[CH:16][C:15]=2[F:32])[CH2:10]1)=O)(C)(C)C.Cl, predict the reaction product. (6) Given the reactants [CH2:1]([O:3][C:4]1[C:5]2[CH:21]=[C:20]([CH2:22][CH3:23])[NH:19][C:6]=2[N:7]=[C:8]([S:10][C:11]2[NH:16][C:15](=[O:17])[NH:14][C:13](=[O:18])[CH:12]=2)[N:9]=1)[CH3:2].[Cl:24]N1C(=O)CCC1=O.O, predict the reaction product. The product is: [Cl:24][C:21]1[C:5]2[C:4]([O:3][CH2:1][CH3:2])=[N:9][C:8]([S:10][C:11]3[NH:16][C:15](=[O:17])[NH:14][C:13](=[O:18])[CH:12]=3)=[N:7][C:6]=2[NH:19][C:20]=1[CH2:22][CH3:23].